From a dataset of Full USPTO retrosynthesis dataset with 1.9M reactions from patents (1976-2016). Predict the reactants needed to synthesize the given product. (1) The reactants are: [CH3:1][N:2]1[CH2:7][CH2:6][C:5](=O)[CH2:4][CH2:3]1.C([C:11](CC)(CC)[CH:12](P(O)(O)=O)[C:13]([O-:15])=[O:14])C.[H-].[Na+].[CH3:26][CH2:27]OCC. Given the product [CH3:1][N:2]1[CH2:7][CH2:6][C:5](=[C:12]([CH3:11])[C:13]([O:15][CH2:26][CH3:27])=[O:14])[CH2:4][CH2:3]1, predict the reactants needed to synthesize it. (2) Given the product [Br:1][C:2]1[CH:3]=[C:4]([S:9]([NH2:12])(=[O:11])=[O:10])[CH:5]=[CH:6][C:7]=1[O:21][C:15]1[CH:16]=[CH:17][C:18]([F:20])=[CH:19][C:14]=1[F:13], predict the reactants needed to synthesize it. The reactants are: [Br:1][C:2]1[CH:3]=[C:4]([S:9]([NH2:12])(=[O:11])=[O:10])[CH:5]=[CH:6][C:7]=1F.[F:13][C:14]1[CH:19]=[C:18]([F:20])[CH:17]=[CH:16][C:15]=1[OH:21].C(=O)([O-])[O-].[Cs+].[Cs+].O. (3) The reactants are: [NH2:1][CH2:2][CH2:3][CH2:4][N:5]1[CH:9]([CH3:10])[CH2:8][CH2:7][C:6]1=[O:11].[CH:12]1([C:15]2[O:16][CH:17]=[C:18]([C:20]([NH:22][C:23]3[CH:24]=[C:25]([CH:29]=[CH:30][C:31]=3[N:32]3[CH2:37][CH2:36][N:35]([C:38]4[CH:43]=[CH:42][CH:41]=[CH:40][C:39]=4[CH3:44])[CH2:34][CH2:33]3)[C:26](O)=[O:27])=[O:21])[N:19]=2)[CH2:14][CH2:13]1.CN(C(ON1N=NC2C=CC=NC1=2)=[N+](C)C)C.F[P-](F)(F)(F)(F)F. Given the product [CH3:10][CH:9]1[CH2:8][CH2:7][C:6](=[O:11])[N:5]1[CH2:4][CH2:3][CH2:2][NH:1][C:26]([C:25]1[CH:29]=[CH:30][C:31]([N:32]2[CH2:37][CH2:36][N:35]([C:38]3[CH:43]=[CH:42][CH:41]=[CH:40][C:39]=3[CH3:44])[CH2:34][CH2:33]2)=[C:23]([NH:22][C:20]([C:18]2[N:19]=[C:15]([CH:12]3[CH2:13][CH2:14]3)[O:16][CH:17]=2)=[O:21])[CH:24]=1)=[O:27], predict the reactants needed to synthesize it. (4) Given the product [Cl-:1].[CH2:2]([O:4][C:5]([C:7]1[N:8]=[C:9]([CH:12]2[CH2:17][CH2:16][NH2+:15][CH2:14][CH2:13]2)[S:10][CH:11]=1)=[O:6])[CH3:3], predict the reactants needed to synthesize it. The reactants are: [ClH:1].[CH2:2]([O:4][C:5]([C:7]1[N:8]=[C:9]([CH:12]2[CH2:17][CH2:16][N:15](C(OC(C)(C)C)=O)[CH2:14][CH2:13]2)[S:10][CH:11]=1)=[O:6])[CH3:3].